This data is from Reaction yield outcomes from USPTO patents with 853,638 reactions. The task is: Predict the reaction yield, written as a fraction of the theoretical maximum amount of product (1.0 means a 100% yield; for example, 0.34 means a 34% yield). (1) The reactants are [CH:1]([O:4][C:5]1[CH:20]=[C:19]2[C:21]3[CH:15]([N:16]([CH3:22])[CH2:17][CH2:18]2)[C:14](=[O:23])[C:13]2[C:8](=[CH:9][C:10]([O:28][CH3:29])=[C:11]([O:24]C(C)C)[CH:12]=2)[C:7]=3[C:6]=1[O:30][CH3:31])([CH3:3])[CH3:2]. The catalyst is C(O)(=O)C.S(=O)(=O)(O)O. The product is [OH:24][C:11]1[CH:12]=[C:13]2[C:8](=[CH:9][C:10]=1[O:28][CH3:29])[C:7]1=[C:21]3[CH:15]([N:16]([CH3:22])[CH2:17][CH2:18][C:19]3=[CH:20][C:5]([O:4][CH:1]([CH3:2])[CH3:3])=[C:6]1[O:30][CH3:31])[C:14]2=[O:23]. The yield is 0.220. (2) The reactants are Br[C:2]1[CH:28]=[CH:27][C:5]([CH2:6][S:7][C:8]2[C:18]3[CH2:17][CH2:16][N:15]([C:19]([O:21][C:22]([CH3:25])([CH3:24])[CH3:23])=[O:20])[CH2:14][CH2:13][C:12]=3[CH:11]=[CH:10][C:9]=2[Cl:26])=[CH:4][C:3]=1[F:29].[Br-].[CH3:31][CH:32]([CH3:36])[CH2:33][CH2:34][Zn+].C1COCC1. The catalyst is C1C=CC([PH+]([C]2[CH][CH][CH][CH]2)C2C=CC=CC=2)=CC=1.C1C=CC([PH+]([C]2[CH][CH][CH][CH]2)C2C=CC=CC=2)=CC=1.C(Cl)Cl.Cl[Pd]Cl.[Fe]. The product is [C:22]([O:21][C:19]([N:15]1[CH2:16][CH2:17][C:18]2[C:8]([S:7][CH2:6][C:5]3[CH:27]=[CH:28][C:2]([CH2:34][CH2:33][CH:32]([CH3:36])[CH3:31])=[C:3]([F:29])[CH:4]=3)=[C:9]([Cl:26])[CH:10]=[CH:11][C:12]=2[CH2:13][CH2:14]1)=[O:20])([CH3:25])([CH3:24])[CH3:23]. The yield is 0.420. (3) The reactants are [NH2:1][C:2]1[C:3]2[C:10]([C:11](=[S:13])[NH2:12])=[CH:9][N:8]([C@H:14]3[C@H:18]([OH:19])[C@H:17]([OH:20])[C@@H:16]([CH2:21][OH:22])[O:15]3)[C:4]=2[N:5]=[CH:6][N:7]=1.NC1C2C(C(=S)N)=CN([C@H]3[C@H](O)C(O)C(CO)O3)C=2N=CN=1.[CH3:45][CH:46]([Si:48](Cl)([O:52][Si:53](Cl)([CH:57]([CH3:59])[CH3:58])[CH:54]([CH3:56])[CH3:55])[CH:49]([CH3:51])[CH3:50])[CH3:47]. The catalyst is N1C=CC=CC=1. The product is [NH2:1][C:2]1[C:3]2[C:10]([C:11](=[S:13])[NH2:12])=[CH:9][N:8]([C@@H:14]3[O:15][C@H:16]4[C@@H:17]([O:20][Si:48]([CH:46]([CH3:47])[CH3:45])([CH:49]([CH3:51])[CH3:50])[O:52][Si:53]([CH:57]([CH3:59])[CH3:58])([CH:54]([CH3:55])[CH3:56])[O:22][CH2:21]4)[C@H:18]3[OH:19])[C:4]=2[N:5]=[CH:6][N:7]=1. The yield is 0.300. (4) The reactants are I[Si](C)(C)C.[CH2:6]([O:8][C:9]([C@@H:11]1[C@H:16]([NH:17]C(OCC2C=CC=CC=2)=O)[CH2:15][CH2:14][N:13]([CH2:28][CH2:29][S:30][C:31]2[CH:40]=[N:39][C:38]3[C:33](=[CH:34][C:35]([O:41][CH3:42])=[CH:36][CH:37]=3)[N:32]=2)[CH2:12]1)=[O:10])[CH3:7]. The catalyst is ClCCl. The product is [CH2:6]([O:8][C:9]([C@@H:11]1[C@H:16]([NH2:17])[CH2:15][CH2:14][N:13]([CH2:28][CH2:29][S:30][C:31]2[CH:40]=[N:39][C:38]3[C:33](=[CH:34][C:35]([O:41][CH3:42])=[CH:36][CH:37]=3)[N:32]=2)[CH2:12]1)=[O:10])[CH3:7]. The yield is 0.550. (5) The reactants are [Cl:1][C:2]1[CH:18]=[CH:17][C:5]2[N:6]([CH2:9][CH2:10][CH2:11]OS(C)(=O)=O)[CH:7]=[N:8][C:4]=2[CH:3]=1.C([O-])([O-])=O.[K+].[K+].[Cl:25][C:26]1[CH:41]=[CH:40][C:29]([CH2:30][C:31]2([OH:39])[CH2:36][CH2:35][NH:34][CH2:33][C:32]2([CH3:38])[CH3:37])=[CH:28][CH:27]=1. The catalyst is CN(C=O)C.O. The product is [Cl:1][C:2]1[CH:18]=[CH:17][C:5]2[N:6]([CH2:9][CH2:10][CH2:11][N:34]3[CH2:35][CH2:36][C:31]([CH2:30][C:29]4[CH:28]=[CH:27][C:26]([Cl:25])=[CH:41][CH:40]=4)([OH:39])[C:32]([CH3:38])([CH3:37])[CH2:33]3)[CH:7]=[N:8][C:4]=2[CH:3]=1. The yield is 0.520. (6) The reactants are [CH3:1][O:2][C:3]1[CH:12]=[C:11]2[C:6]([C:7](=O)[CH:8]([C:13]3[CH:18]=[CH:17][C:16](OC)=[CH:15][CH:14]=3)[CH2:9][O:10]2)=[CH:5][CH:4]=1.Cl.[NH2:23][OH:24].[CH2:25]([OH:27])C. The catalyst is N1C=CC=CC=1. The product is [CH3:1][O:2][C:3]1[CH:12]=[C:11]2[C:6]([C:7](=[N:23][OH:24])[CH:8]([C:13]3[CH:14]=[CH:15][CH:16]=[C:17]([O:27][CH3:25])[CH:18]=3)[CH2:9][O:10]2)=[CH:5][CH:4]=1. The yield is 0.420. (7) The reactants are Br[C:2]1[N:6]2[N:7]=[C:8]([NH:11][CH2:12][C@@H:13]3[CH2:17][CH2:16][CH2:15][N:14]3[C:18]([O:20][CH:21]([CH3:23])[CH3:22])=[O:19])[CH:9]=[CH:10][C:5]2=[N:4][CH:3]=1.[C-]#N.[Na+].[CH3:27][NH:28]CCNC. The catalyst is C1(C)C=CC=CC=1.[Cu]I. The product is [C:27]([C:2]1[N:6]2[N:7]=[C:8]([NH:11][CH2:12][C@@H:13]3[CH2:17][CH2:16][CH2:15][N:14]3[C:18]([O:20][CH:21]([CH3:23])[CH3:22])=[O:19])[CH:9]=[CH:10][C:5]2=[N:4][CH:3]=1)#[N:28]. The yield is 0.250. (8) The reactants are [CH:1]1([C:4]2[C:5]([N:24]([CH2:29][CH2:30][CH2:31][CH2:32][OH:33])[S:25]([CH3:28])(=[O:27])=[O:26])=[CH:6][C:7]3[O:11][C:10]([C:12]4[CH:17]=[CH:16][C:15]([F:18])=[CH:14][CH:13]=4)=[C:9]([C:19](=[NH:22])[NH:20][OH:21])[C:8]=3[CH:23]=2)[CH2:3][CH2:2]1.[CH:34](=O)[CH3:35].Cl. The catalyst is C(O)C.O.C(OCC)(=O)C. The product is [CH:1]1([C:4]2[C:5]([N:24]([CH2:29][CH2:30][CH2:31][CH2:32][OH:33])[S:25]([CH3:28])(=[O:26])=[O:27])=[CH:6][C:7]3[O:11][C:10]([C:12]4[CH:13]=[CH:14][C:15]([F:18])=[CH:16][CH:17]=4)=[C:9]([C:19]4[NH:22][CH:34]([CH3:35])[O:21][N:20]=4)[C:8]=3[CH:23]=2)[CH2:2][CH2:3]1. The yield is 0.200.